Dataset: Reaction yield outcomes from USPTO patents with 853,638 reactions. Task: Predict the reaction yield, written as a fraction of the theoretical maximum amount of product (1.0 means a 100% yield; for example, 0.34 means a 34% yield). (1) The reactants are [CH3:1][C:2]1[C:6]([CH2:7][N:8]2[CH:12]=[C:11]([N:13]3[C:17](=[O:18])[CH2:16][NH:15][C:14]3=[O:19])[CH:10]=[N:9]2)=[C:5]([CH3:20])[O:4][N:3]=1.[CH2:21](Br)[CH2:22][C:23]1[CH:28]=[CH:27][CH:26]=[CH:25][CH:24]=1. No catalyst specified. The product is [CH3:1][C:2]1[C:6]([CH2:7][N:8]2[CH:12]=[C:11]([N:13]3[C:17](=[O:18])[CH2:16][N:15]([CH2:21][CH2:22][C:23]4[CH:28]=[CH:27][CH:26]=[CH:25][CH:24]=4)[C:14]3=[O:19])[CH:10]=[N:9]2)=[C:5]([CH3:20])[O:4][N:3]=1. The yield is 0.370. (2) The reactants are [NH2:1][C:2]1[NH:3][C:4](=O)[C:5]2[N:11]=[C:10]([C:12]3[CH:17]=[CH:16][C:15]([F:18])=[CH:14][CH:13]=3)[CH:9]=[CH:8][C:6]=2[N:7]=1.P12(SP3(SP(SP(S3)(S1)=S)(=S)S2)=S)=[S:21]. The catalyst is N1C=CC=CC=1. The product is [NH2:1][C:2]1[NH:3][C:4](=[S:21])[C:5]2[N:11]=[C:10]([C:12]3[CH:17]=[CH:16][C:15]([F:18])=[CH:14][CH:13]=3)[CH:9]=[CH:8][C:6]=2[N:7]=1. The yield is 0.730. (3) The catalyst is C1C=CC([P]([Pd]([P](C2C=CC=CC=2)(C2C=CC=CC=2)C2C=CC=CC=2)([P](C2C=CC=CC=2)(C2C=CC=CC=2)C2C=CC=CC=2)[P](C2C=CC=CC=2)(C2C=CC=CC=2)C2C=CC=CC=2)(C2C=CC=CC=2)C2C=CC=CC=2)=CC=1.O. The product is [Cl:7][C:8]1[C:13]([C:20]2[N:25]=[C:24]([CH3:26])[N:23]=[C:22]([NH2:27])[N:21]=2)=[CH:12][C:11]([O:17][CH3:18])=[CH:10][N:9]=1. The reactants are O1CCOCC1.[Cl:7][C:8]1[C:13](B(O)O)=[CH:12][C:11]([O:17][CH3:18])=[CH:10][N:9]=1.Cl[C:20]1[N:25]=[C:24]([CH3:26])[N:23]=[C:22]([NH2:27])[N:21]=1.C([O-])([O-])=O.[Na+].[Na+]. The yield is 0.510. (4) The reactants are [CH3:1][O:2][C:3]1[C:37]([O:38][CH3:39])=[CH:36][CH:35]=[CH:34][C:4]=1[CH2:5][N:6]([CH2:27][CH2:28][CH2:29][CH2:30][CH2:31][CH2:32][CH3:33])[C:7](=[O:26])[CH2:8][O:9][C:10]1[CH:15]=[CH:14][C:13]([CH2:16][C@H:17]([O:23][CH2:24][CH3:25])[C:18]([O:20]CC)=[O:19])=[CH:12][CH:11]=1.[Li+].[OH-].Cl. The catalyst is C(#N)C. The product is [CH3:1][O:2][C:3]1[C:37]([O:38][CH3:39])=[CH:36][CH:35]=[CH:34][C:4]=1[CH2:5][N:6]([CH2:27][CH2:28][CH2:29][CH2:30][CH2:31][CH2:32][CH3:33])[C:7](=[O:26])[CH2:8][O:9][C:10]1[CH:11]=[CH:12][C:13]([CH2:16][C@H:17]([O:23][CH2:24][CH3:25])[C:18]([OH:20])=[O:19])=[CH:14][CH:15]=1. The yield is 0.980.